Dataset: Catalyst prediction with 721,799 reactions and 888 catalyst types from USPTO. Task: Predict which catalyst facilitates the given reaction. Reactant: FC1C=CC(C(Cl)=O)=CC=1.[CH3:11][O:12][C:13]1[CH:14]=[C:15]2[C:20](=[CH:21][C:22]=1[O:23][CH3:24])[N:19]=[CH:18][CH:17]=[C:16]2[O:25][C:26]1[CH:32]=[CH:31][C:29]([NH2:30])=[CH:28][CH:27]=1.[F:33][C:34]1[CH:39]=[CH:38][C:37]([C:40]([N:42]=[C:43]=[S:44])=[O:41])=[CH:36][CH:35]=1. Product: [F:33][C:34]1[CH:35]=[CH:36][C:37]([C:40]([N:42]=[C:43]=[S:44])=[O:41])=[CH:38][CH:39]=1.[CH3:11][O:12][C:13]1[CH:14]=[C:15]2[C:20](=[CH:21][C:22]=1[O:23][CH3:24])[N:19]=[CH:18][CH:17]=[C:16]2[O:25][C:26]1[CH:32]=[CH:31][C:29]([NH:30][C:43]([NH:42][C:40](=[O:41])[C:37]2[CH:38]=[CH:39][C:34]([F:33])=[CH:35][CH:36]=2)=[S:44])=[CH:28][CH:27]=1. The catalyst class is: 234.